From a dataset of Catalyst prediction with 721,799 reactions and 888 catalyst types from USPTO. Predict which catalyst facilitates the given reaction. (1) Reactant: Cl.[CH3:2][O:3][C:4]1[CH:5]=[C:6]([NH:10][NH2:11])[CH:7]=[CH:8][CH:9]=1.[C:12]([CH2:20][C:21]#[N:22])(=O)[C:13]1[CH:18]=[CH:17][CH:16]=[CH:15][CH:14]=1. Product: [CH3:2][O:3][C:4]1[CH:5]=[C:6]([N:10]2[C:21]([NH2:22])=[CH:20][C:12]([C:13]3[CH:18]=[CH:17][CH:16]=[CH:15][CH:14]=3)=[N:11]2)[CH:7]=[CH:8][CH:9]=1. The catalyst class is: 11. (2) Reactant: [F:1][C:2]1[CH:7]=[CH:6][C:5]([CH:8]([OH:26])[CH:9]([CH2:15][C:16]2[CH:21]=[CH:20][CH:19]=[C:18]([O:22][CH:23]([CH3:25])[CH3:24])[CH:17]=2)[C:10]([O:12]CC)=[O:11])=[CH:4][CH:3]=1.[OH-].[Na+].Cl. Product: [F:1][C:2]1[CH:3]=[CH:4][C:5]([CH:8]([OH:26])[CH:9]([CH2:15][C:16]2[CH:21]=[CH:20][CH:19]=[C:18]([O:22][CH:23]([CH3:24])[CH3:25])[CH:17]=2)[C:10]([OH:12])=[O:11])=[CH:6][CH:7]=1. The catalyst class is: 5. (3) Reactant: I[C:2]1[N:6]2[CH:7]=[C:8]([C:15]3[CH:20]=[CH:19][C:18]([C:21]([F:24])([F:23])[F:22])=[CH:17][CH:16]=3)[CH:9]=[C:10]([C:11]([F:14])([F:13])[F:12])[C:5]2=[N:4][CH:3]=1.[CH3:25][Si:26]([C:29]#[CH:30])([CH3:28])[CH3:27].CCN(CC)CC.C1C=CC(P(C2C=CC=CC=2)C2C=CC=CC=2)=CC=1. Product: [F:14][C:11]([F:12])([F:13])[C:10]1[C:5]2[N:6]([C:2]([C:30]#[C:29][Si:26]([CH3:28])([CH3:27])[CH3:25])=[CH:3][N:4]=2)[CH:7]=[C:8]([C:15]2[CH:20]=[CH:19][C:18]([C:21]([F:24])([F:23])[F:22])=[CH:17][CH:16]=2)[CH:9]=1. The catalyst class is: 516. (4) Reactant: [C:1]([NH:5][C:6]([C:8]1[C:16]2[C:11](=[N:12][CH:13]=[C:14]([C:17]3[C:25]4[C:20](=[CH:21][C:22]([F:26])=[CH:23][CH:24]=4)[N:19]([CH2:27][C:28]([F:31])([F:30])[F:29])[N:18]=3)[N:15]=2)[N:10](COCC[Si](C)(C)C)[CH:9]=1)=[O:7])([CH3:4])([CH3:3])[CH3:2].Cl. Product: [C:1]([NH:5][C:6]([C:8]1[C:16]2[C:11](=[N:12][CH:13]=[C:14]([C:17]3[C:25]4[C:20](=[CH:21][C:22]([F:26])=[CH:23][CH:24]=4)[N:19]([CH2:27][C:28]([F:29])([F:30])[F:31])[N:18]=3)[N:15]=2)[NH:10][CH:9]=1)=[O:7])([CH3:4])([CH3:2])[CH3:3]. The catalyst class is: 5.